This data is from TCR-epitope binding with 47,182 pairs between 192 epitopes and 23,139 TCRs. The task is: Binary Classification. Given a T-cell receptor sequence (or CDR3 region) and an epitope sequence, predict whether binding occurs between them. The epitope is HTTDPSFLGRY. The TCR CDR3 sequence is CASSYETTANEQFF. Result: 1 (the TCR binds to the epitope).